This data is from Catalyst prediction with 721,799 reactions and 888 catalyst types from USPTO. The task is: Predict which catalyst facilitates the given reaction. (1) Reactant: [CH2:1]([O:8][C@@H:9]1[C@@H:17]([C@H:18]([CH:20]2[S:25][CH2:24][CH2:23][CH2:22][S:21]2)[OH:19])[O:16][C@H:15]2[C@H:11]([N:12]=[C:13]([N:26]([CH3:28])[CH3:27])[S:14]2)[C@H:10]1[O:29][CH2:30][C:31]1[CH:36]=[CH:35][CH:34]=[CH:33][CH:32]=1)[C:2]1[CH:7]=[CH:6][CH:5]=[CH:4][CH:3]=1.[H-].[Na+].Br[CH2:40][C:41]1[CH:46]=[CH:45][CH:44]=[CH:43][CH:42]=1. Product: [CH2:1]([O:8][C@@H:9]1[C@@H:17]([C@@H:18]([O:19][CH2:40][C:41]2[CH:46]=[CH:45][CH:44]=[CH:43][CH:42]=2)[CH:20]2[S:25][CH2:24][CH2:23][CH2:22][S:21]2)[O:16][C@H:15]2[C@H:11]([N:12]=[C:13]([N:26]([CH3:28])[CH3:27])[S:14]2)[C@H:10]1[O:29][CH2:30][C:31]1[CH:32]=[CH:33][CH:34]=[CH:35][CH:36]=1)[C:2]1[CH:3]=[CH:4][CH:5]=[CH:6][CH:7]=1. The catalyst class is: 3. (2) Reactant: O[C@H:2]1[CH2:21][CH2:20][C@@:19]2([CH3:22])[C@@H:4]([CH2:5][CH2:6][C@@H:7]3[C@@H:18]2[CH2:17][CH2:16][C@@:15]2([CH3:23])[C@H:8]3[CH2:9][CH2:10][C@@H:11]2C(=O)C)[CH2:3]1.C1(P(C2C=CC=CC=2)C2C=CC=CC=2)C=CC=CC=1.N(C([O:52][CH2:53][CH3:54])=O)=NC(OCC)=O.C1(P([N:69]=[N+:70]=[N-:71])(C2C=CC=CC=2)=O)C=CC=CC=1. Product: [N:69]([C@@H:2]1[CH2:21][CH2:20][C@@:19]2([CH3:22])[C@@H:4]([CH2:5][CH2:6][C@@H:7]3[C@@H:18]2[CH2:17][CH2:16][C@@:15]2([CH3:23])[C@H:8]3[CH2:9][CH2:10][C@@H:11]2[C:53](=[O:52])[CH3:54])[CH2:3]1)=[N+:70]=[N-:71]. The catalyst class is: 1. (3) Reactant: N[C:2]1[CH:3]=[CH:4][C:5]([N:8]2[CH:12]=[C:11]([CH2:13][CH2:14][C:15](OCC)=[O:16])[C:10]([CH:20]([CH3:22])[CH3:21])=[N:9]2)=[N:6][CH:7]=1.[F:23][B-](F)(F)F.[H+].O1CCOCC1.N([O-])=O.[Na+]. Product: [F:23][C:2]1[CH:3]=[CH:4][C:5]([N:8]2[CH:12]=[C:11]([CH2:13][CH2:14][CH2:15][OH:16])[C:10]([CH:20]([CH3:22])[CH3:21])=[N:9]2)=[N:6][CH:7]=1. The catalyst class is: 6. (4) Reactant: Br[C:2]1[S:3][C:4]2[C:10]([C:11]3[CH:16]=[CH:15][C:14]([Cl:17])=[CH:13][CH:12]=3)=[C:9]([O:18][CH3:19])[C:8]([CH3:20])=[CH:7][C:5]=2[N:6]=1.[CH3:21][C:22]1([CH3:33])[C:26](C)(C)OB(C=C(C)C)O1.[O-]P([O-])([O-])=O.[K+].[K+].[K+]. The catalyst class is: 622. Product: [Cl:17][C:14]1[CH:15]=[CH:16][C:11]([C:10]2[C:4]3[S:3][C:2]([CH:21]=[C:22]([CH3:33])[CH3:26])=[N:6][C:5]=3[CH:7]=[C:8]([CH3:20])[C:9]=2[O:18][CH3:19])=[CH:12][CH:13]=1.